From a dataset of Full USPTO retrosynthesis dataset with 1.9M reactions from patents (1976-2016). Predict the reactants needed to synthesize the given product. Given the product [CH3:7][O:8][CH:9]([SiH2:12][CH2:1][CH2:2][CH2:3][CH2:4][CH2:5][CH2:6][SiH2:12][CH:9]([O:10][CH3:11])[O:8][CH3:7])[O:10][CH3:11], predict the reactants needed to synthesize it. The reactants are: [CH2:1]=[CH:2][CH2:3][CH2:4][CH:5]=[CH2:6].[CH3:7][O:8][CH:9]([SiH3:12])[O:10][CH3:11].